Dataset: Drug-target binding data from BindingDB using Ki measurements. Task: Regression. Given a target protein amino acid sequence and a drug SMILES string, predict the binding affinity score between them. We predict pKi (pKi = -log10(Ki in M); higher means stronger inhibition). Dataset: bindingdb_ki. (1) The small molecule is CC[C@H](C)[C@H](NC(=O)[C@H](Cc1ccc(O)cc1)NC(=O)[C@H](Cc1c[nH]cn1)NC(=O)[C@H](CCCN=C(N)N)NC(=O)[C@H](CC(C)C)NC(=O)[C@H](C)NC(=O)[C@H](CO)NC(=O)[C@H](Cc1ccc(O)cc1)NC(=O)[C@H](Cc1ccc(O)cc1)NC(=O)[C@H](CCCN=C(N)N)NC(=O)[C@H](C)NC(=O)[C@H](CCSC)NC(=O)[C@H](CC(=O)O)NC(=O)[C@H](CCC(=O)O)NC(=O)[C@H](C)NC(=O)[C@@H]1CCCN1C(=O)[C@H](C)NC(=O)[C@H](CC(=O)O)NC(=O)[C@H](CCC(=O)O)NC(=O)CNC(=O)[C@@H]1CCCN1C(=O)[C@H](CC(N)=O)NC(=O)[C@H](CC(=O)O)NC(=O)[C@@H]1CCCN1C(=O)[C@H](CCCCN)NC(=O)[C@H](CO)NC(=O)[C@@H]1CCCN1C(=O)[C@@H](N)Cc1ccc(O)cc1)C(=O)N[C@@H](CC(N)=O)C(=O)N[C@@H](CC(C)C)C(=O)N[C@H](C(=O)N[C@H](CC1CNc2ccccc21)C(=O)N[C@@H](CCCN=C(N)N)C(=O)N[C@@H](CCC(N)=O)C(=O)N[C@@H](CCCN=C(N)N)C(=O)N[C@@H](Cc1ccc(O)cc1)C(N)=O)[C@@H](C)CC. The target protein (Q9WVD0) has sequence MNSTSFSQLENHSVHYNLSEEKPSFFAFENDDCHLPLAVIFTLALAYGAVIILGVSGNLALILIILKQKEMRNVTNILIVNLSFSDLLVAIMCLPFTFVYTLMDHWIFGEIMCKLNPFVQCVSITVSIFSLVLIAVERHQLIINPRGWRPNNRHAYIGIAVIWVLAVASSLPFMIYQVLTDEPFQNVTLDAFKDKLVCFDQFPSDSHRLSYTTLLLVLQYFGPLCFIFICYFKIYIRLKRRNNMMDKMRDSKYRSSESKRINIMLLSIVVAFAVCWLPLTIFNTVFDWNHQIIATCNHNLLFLLCHLTAMISTCVNPIFYGFLNKNFQRDLQFFFNFCDFRSRDDDYETIAMSTMHTDVSKTSLKQASPLAFKKISCVENEKI. The pKi is 6.0. (2) The compound is Fc1ccc(C(OCCN2CCN(CCCc3ccccc3)CC2)c2ccc(F)cc2)cc1. The target is MLLARMKPQVQPELGGADQ. The pKi is 5.0. (3) The pKi is 9.9. The target protein sequence is PQITLWKRPLVTVKIGGQLREALLDTGADDTVLEDINLPGKWKPKMIGGVGGFIKVKQYEQVLIEICGKKVIGTVLVGPTPVNIIGRNMLTQIGCTLNF. The small molecule is CC[C@H](C)CN(C[C@@H](O)[C@H](Cc1ccccc1)NC(=O)O[C@H]1CO[C@H]2OCC[C@@H]12)S(=O)(=O)c1ccc(CO)cc1. (4) The small molecule is CCCCCCCCCCCC(=O)N[C@H](C(=O)N[C@H](C(=O)N[C@H](C(=O)N[C@@H](Cc1ccccc1)C(=O)N[C@@H](CC(=O)O)C(=O)N[C@@H](Cc1ccc(O)cc1)C(=O)O)[C@@H](C)O)[C@@H](C)CC)[C@@H](C)O. The target protein (P30656) has sequence MQAIADSFSVPNRLVKELQYDNEQNLESDFVTGASQFQRLAPSLTVPPIASPQQFLRAHTDDSRNPDCKIKIAHGTTTLAFRFQGGIIVAVDSRATAGNWVASQTVKKVIEINPFLLGTMAGGAADCQFWETWLGSQCRLHELREKERISVAAASKILSNLVYQYKGAGLSMGTMICGYTRKEGPTIYYVDSDGTRLKGDIFCVGSGQTFAYGVLDSNYKWDLSVEDALYLGKRSILAAAHRDAYSGGSVNLYHVTEDGWIYHGNHDVGELFWKVKEEEGSFNNVIG. The pKi is 4.1. (5) The drug is CCN1CCCC1CNC(=O)c1cc(S(N)(=O)=O)ccc1OC. The target protein (Q61616) has sequence MAPNTSTMDETGLPVERDFSFRILTACFLSLLILSTLLGNTLVCAAVIRFRHLRSKVTNFFVISLAVSDLLVAVLVMPWKAVAEIAGFWPFGSFCNIWVAFDIMCSTASILNLCVISVDRYWAISSPFQYERKMTPKAAFILISVAWTLSVLISFIPVQLSWHKAKPTWPLDGNFTSLEDAEDDNCDTRLSRTYAISSSLISFYIPVAIMIVTYTSIYRIAQKQIRRISALERAAVHAKNCQTTTGNGNPVECSQSESSFKMSFKRETKVLKTLSVIMGVFVCCWLPFFISNCMVPFCGSEETQPFCIDSITFDVFVWFGWANSSLNPIIYAFNADFQKAFSTLLGCYRLCPTTNNAIETVSINNNGAVMFSSHHEPRGSISKDCNLVYLIPHAVGSSEDLKREEAGGIPKPLEKLSPALSVILDYDTDVSLEKIQPVTHSGQHST. The pKi is 5.0.